From a dataset of Catalyst prediction with 721,799 reactions and 888 catalyst types from USPTO. Predict which catalyst facilitates the given reaction. (1) Reactant: [NH2:1][C:2]1[CH:3]=[C:4]([CH:24]=[CH:25][CH:26]=1)[CH2:5][S:6]([NH:9][C:10]1[CH:11]=[C:12]([NH:16][C:17](=[O:23])[O:18][C:19]([CH3:22])([CH3:21])[CH3:20])[CH:13]=[CH:14][CH:15]=1)(=[O:8])=[O:7].[Cl:27][C:28]1[N:33]=[C:32](Cl)[C:31]([Cl:35])=[CH:30][N:29]=1.C(=O)([O-])[O-].[K+].[K+]. Product: [Cl:27][C:28]1[N:33]=[C:32]([NH:1][C:2]2[CH:3]=[C:4]([CH:24]=[CH:25][CH:26]=2)[CH2:5][S:6]([NH:9][C:10]2[CH:11]=[C:12]([NH:16][C:17](=[O:23])[O:18][C:19]([CH3:22])([CH3:21])[CH3:20])[CH:13]=[CH:14][CH:15]=2)(=[O:8])=[O:7])[C:31]([Cl:35])=[CH:30][N:29]=1. The catalyst class is: 3. (2) Reactant: [CH2:1]([O:8][CH2:9][C@H:10]([OH:36])[CH2:11][C:12]1[N:13](C(C2C=CC=CC=2)(C2C=CC=CC=2)C2C=CC=CC=2)[CH:14]=[CH:15][N:16]=1)[C:2]1[CH:7]=[CH:6][CH:5]=[CH:4][CH:3]=1.Cl. Product: [CH2:1]([O:8][CH2:9][C@H:10]([OH:36])[CH2:11][C:12]1[NH:13][CH:14]=[CH:15][N:16]=1)[C:2]1[CH:7]=[CH:6][CH:5]=[CH:4][CH:3]=1. The catalyst class is: 21. (3) Reactant: [OH:1][C:2]1[CH:3]=[C:4]([CH:7]=[CH:8][CH:9]=1)[CH:5]=[O:6].C(=O)([O-])[O-].[K+].[K+].[CH:16]1([CH2:19]Cl)[CH2:18][CH2:17]1. Product: [CH:16]1([CH2:19][O:1][C:2]2[CH:3]=[C:4]([CH:7]=[CH:8][CH:9]=2)[CH:5]=[O:6])[CH2:18][CH2:17]1. The catalyst class is: 9. (4) Reactant: [F:1][C:2]1[CH:7]=[CH:6][CH:5]=[CH:4][C:3]=1[C:8]1[C:9]([C:18](N(OC)C)=[O:19])=[CH:10][CH:11]=[C:12]2[C:17]=1[N:16]=[CH:15][CH:14]=[CH:13]2.[CH3:24][Mg]Br. Product: [F:1][C:2]1[CH:7]=[CH:6][CH:5]=[CH:4][C:3]=1[C:8]1[C:9]([C:18](=[O:19])[CH3:24])=[CH:10][CH:11]=[C:12]2[C:17]=1[N:16]=[CH:15][CH:14]=[CH:13]2. The catalyst class is: 7.